Dataset: Forward reaction prediction with 1.9M reactions from USPTO patents (1976-2016). Task: Predict the product of the given reaction. (1) Given the reactants [CH2:1]([OH:5])[CH2:2][CH2:3][CH3:4].[Cl:6][C:7]1[CH:8]=[C:9]2[CH:15]=[CH:14][N:13]([C:16]3[N:20]([CH3:21])[N:19]=[C:18]([C:22]([F:25])([F:24])[F:23])[C:17]=3[CH2:26][CH2:27][S:28]([NH2:31])(=[O:30])=[O:29])[C:10]2=[N:11][CH:12]=1.N12CCCN=C1CCCCC2.[Cl-].[NH4+].CN(C)[CH:47]=[O:48], predict the reaction product. The product is: [Cl:6][C:7]1[CH:8]=[C:9]2[CH:15]=[CH:14][N:13]([C:16]3[N:20]([CH3:21])[N:19]=[C:18]([C:22]([F:23])([F:25])[F:24])[C:17]=3[CH2:26][CH2:27][S:28]([NH:31][C:47](=[O:48])[O:5][CH2:1][CH2:2][CH2:3][CH3:4])(=[O:30])=[O:29])[C:10]2=[N:11][CH:12]=1. (2) Given the reactants [OH:1][C:2]1[CH:9]=[C:8]([OH:10])[CH:7]=[CH:6][C:3]=1[CH:4]=[O:5].C(=O)([O-])[O-].[K+].[K+].[CH2:17](Br)[CH:18]=[CH2:19].[I-].[K+], predict the reaction product. The product is: [CH2:19]([O:1][C:2]1[CH:9]=[C:8]([OH:10])[CH:7]=[CH:6][C:3]=1[CH:4]=[O:5])[CH:18]=[CH2:17]. (3) Given the reactants C(=O)(OC(C)(C)C)N.[CH3:9][O:10][C:11]([C:13]1[CH:18]=[CH:17][C:16]([C:19]2([NH:22][C:23]([C@H:25]3[CH2:30][CH2:29][CH2:28][CH2:27][N:26]3C(OC(C)(C)C)=O)=[O:24])[CH2:21][CH2:20]2)=[CH:15][CH:14]=1)=[O:12], predict the reaction product. The product is: [NH:26]1[CH2:27][CH2:28][CH2:29][CH2:30][C@@H:25]1[C:23]([NH:22][C:19]1([C:16]2[CH:15]=[CH:14][C:13]([C:11]([O:10][CH3:9])=[O:12])=[CH:18][CH:17]=2)[CH2:21][CH2:20]1)=[O:24]. (4) Given the reactants C(O[C:4](=[O:25])[CH2:5][C:6]1[N:7]([C:18]2[CH:23]=[CH:22][C:21]([F:24])=[CH:20][CH:19]=2)[CH:8]=[C:9]([C:11]2[CH:16]=[CH:15][C:14]([F:17])=[CH:13][CH:12]=2)[N:10]=1)C.Cl.[CH3:27][C:28]1[O:29][C:30]2[CH2:31][NH:32][CH2:33][CH2:34][C:35]=2[N:36]=1.CCN(C(C)C)C(C)C.O, predict the reaction product. The product is: [F:24][C:21]1[CH:20]=[CH:19][C:18]([N:7]2[CH:8]=[C:9]([C:11]3[CH:12]=[CH:13][C:14]([F:17])=[CH:15][CH:16]=3)[N:10]=[C:6]2[CH2:5][C:4]([N:32]2[CH2:33][CH2:34][C:35]3[N:36]=[C:28]([CH3:27])[O:29][C:30]=3[CH2:31]2)=[O:25])=[CH:23][CH:22]=1. (5) Given the reactants [N+](N=C1[NH:16][CH:8]2[NH:9][C:10](=N[N+]([O-])=O)[NH:11][CH:7]2[NH:6]1)([O-])=O.Cl.[N+:18](N=C1NC2NC(=N)NC2N1)([O-:20])=[O:19].[N+:31]([O-:34])([OH:33])=O.[N+:35](N=C1NC2NC(=N)NC2N1)([O-:37])=[O:36].N#[N+][O-:50].FC(F)(F)C(O[C:56](=[O:61])C(F)(F)F)=O.[N+:64]([O-])([OH:66])=[O:65], predict the reaction product. The product is: [CH:7]12[N:6]([N+:31]([O-:34])=[O:33])[C:56](=[O:61])[N:16]([N+:64]([O-:66])=[O:65])[CH:8]1[N:9]([N+:35]([O-:37])=[O:36])[C:10]([N:11]2[N+:18]([O-:20])=[O:19])=[O:50]. (6) Given the reactants [CH3:1][C:2]([O:5][C:6]([N:8]1[CH2:12][CH2:11][C@H:10]([CH2:13][C:14]([OH:16])=[O:15])[CH2:9]1)=[O:7])([CH3:4])[CH3:3].Cl.[CH2:18](N=C=NCCCN(C)C)[CH3:19].C(O)C, predict the reaction product. The product is: [CH2:18]([O:15][C:14](=[O:16])[CH2:13][C@H:10]1[CH2:11][CH2:12][N:8]([C:6]([O:5][C:2]([CH3:1])([CH3:3])[CH3:4])=[O:7])[CH2:9]1)[CH3:19]. (7) Given the reactants [CH3:1][O:2][C:3]1[C:7]([C:8]([O:10][CH2:11][CH3:12])=[O:9])=[CH:6][N:5](C(OC(C)(C)C)=O)[N:4]=1, predict the reaction product. The product is: [CH3:1][O:2][C:3]1[C:7]([C:8]([O:10][CH2:11][CH3:12])=[O:9])=[CH:6][NH:5][N:4]=1.